This data is from Full USPTO retrosynthesis dataset with 1.9M reactions from patents (1976-2016). The task is: Predict the reactants needed to synthesize the given product. (1) Given the product [CH:40]1([C:38]([NH:37][C:35]2[N:36]=[C:31]3[CH:30]=[CH:29][C:28]([O:27][C:26]4[CH:25]=[C:24]([NH:23][C:6](=[O:8])[C:5]5[CH:9]=[CH:10][CH:11]=[C:3]([O:2][CH3:1])[CH:4]=5)[CH:45]=[CH:44][CH:43]=4)=[N:33][N:32]3[CH:34]=2)=[O:39])[CH2:41][CH2:42]1, predict the reactants needed to synthesize it. The reactants are: [CH3:1][O:2][C:3]1[CH:4]=[C:5]([CH:9]=[CH:10][CH:11]=1)[C:6]([OH:8])=O.C(Cl)(=O)C(Cl)=O.O1CCCC1.[NH2:23][C:24]1[CH:25]=[C:26]([CH:43]=[CH:44][CH:45]=1)[O:27][C:28]1[CH:29]=[CH:30][C:31]2[N:32]([CH:34]=[C:35]([NH:37][C:38]([CH:40]3[CH2:42][CH2:41]3)=[O:39])[N:36]=2)[N:33]=1. (2) Given the product [Cl:1][C:2]1[CH:3]=[CH:4][C:5]([CH:8]=[CH:9][CH:10]([NH2:12])[CH3:11])=[CH:6][CH:7]=1, predict the reactants needed to synthesize it. The reactants are: [Cl:1][C:2]1[CH:7]=[CH:6][C:5]([C:8]#[C:9][CH:10]([NH2:12])[CH3:11])=[CH:4][CH:3]=1.C(N(CC)CC)C.